Dataset: Catalyst prediction with 721,799 reactions and 888 catalyst types from USPTO. Task: Predict which catalyst facilitates the given reaction. Reactant: [C:1]([O:4][C@H:5]([CH3:20])[CH2:6][CH2:7][CH2:8][CH2:9][N:10]1[C:15](=[O:16])[CH:14]=[C:13]([NH2:17])[N:12]([CH3:18])[C:11]1=[O:19])(=[O:3])[CH3:2].CC1(C)[O:27][C:26](=O)[CH:25]=[C:24]([CH3:29])O1. Product: [C:1]([O:4][C@H:5]([CH3:20])[CH2:6][CH2:7][CH2:8][CH2:9][N:10]1[C:15](=[O:16])[C:14]2[C:26](=[O:27])[CH:25]=[C:24]([CH3:29])[NH:17][C:13]=2[N:12]([CH3:18])[C:11]1=[O:19])(=[O:3])[CH3:2]. The catalyst class is: 802.